From a dataset of Forward reaction prediction with 1.9M reactions from USPTO patents (1976-2016). Predict the product of the given reaction. The product is: [NH2:37][CH:32]([CH2:31][CH2:30][S:29][CH2:28][C@@H:6]1[C@@H:5]([OH:4])[C@@H:9]([OH:10])[C@H:8]([N:14]2[CH:22]=[N:21][C:20]3[C:15]2=[N:16][C:17]([Cl:27])=[N:18][C:19]=3[NH:23][CH2:24][CH2:25][NH:26][C:68](=[O:69])[C:67]2[CH:71]=[CH:72][C:64]([C:62]#[N:63])=[CH:65][CH:66]=2)[O:7]1)[C:33]([OH:35])=[O:34]. Given the reactants C([O:4][C@H:5]1[C@@H:9]([O:10]C(=O)C)[C@H:8]([N:14]2[CH:22]=[N:21][C:20]3[C:15]2=[N:16][C:17]([Cl:27])=[N:18][C:19]=3[NH:23][CH2:24][CH2:25][NH2:26])[O:7][C@@H:6]1[CH2:28][S:29][CH2:30][CH2:31][CH:32]([NH:37]C(OCC1C2C=CC=CC=2C2C1=CC=CC=2)=O)[C:33]([O:35]C)=[O:34])(=O)C.C(N(CC)CC)C.[C:62]([C:64]1[CH:72]=[CH:71][C:67]([C:68](Cl)=[O:69])=[CH:66][CH:65]=1)#[N:63].[OH-].[K+], predict the reaction product.